This data is from TCR-epitope binding with 47,182 pairs between 192 epitopes and 23,139 TCRs. The task is: Binary Classification. Given a T-cell receptor sequence (or CDR3 region) and an epitope sequence, predict whether binding occurs between them. (1) The epitope is TAFTIPSI. The TCR CDR3 sequence is CASSQVLDSYEQYF. Result: 0 (the TCR does not bind to the epitope). (2) The TCR CDR3 sequence is CASSQDIEYTEAFF. Result: 1 (the TCR binds to the epitope). The epitope is FPPTSFGPL.